From a dataset of Forward reaction prediction with 1.9M reactions from USPTO patents (1976-2016). Predict the product of the given reaction. (1) The product is: [C:4]([O:6][C:7]([CH3:10])([CH3:9])[CH3:8])(=[O:5])/[CH:3]=[CH:2]/[C:1]([O:12][C:13]([CH3:14])([CH3:16])[CH3:15])=[O:11].[C:17]([O:24][CH2:25][CH3:26])(=[O:23])/[CH:18]=[CH:19]/[C:20]([O-:22])=[O:21]. Given the reactants [C:1]([O:12][C:13]([CH3:16])([CH3:15])[CH3:14])(=[O:11])/[CH:2]=[CH:3]/[C:4]([O:6][C:7]([CH3:10])([CH3:9])[CH3:8])=[O:5].[C:17]([O:24][CH2:25][CH3:26])(=[O:23])/[CH:18]=[CH:19]/[C:20]([O-:22])=[O:21].CCCCCC, predict the reaction product. (2) Given the reactants Br[C:2]1[CH:3]=[C:4]([F:12])[C:5]([C:8]([F:11])([F:10])[F:9])=[N:6][CH:7]=1.CC1(C)C(C)(C)[O:17][B:16](B2OC(C)(C)C(C)(C)O2)[O:15]1.CC([O-])=O.[K+], predict the reaction product. The product is: [F:12][C:4]1[CH:3]=[C:2]([B:16]([OH:17])[OH:15])[CH:7]=[N:6][C:5]=1[C:8]([F:11])([F:10])[F:9]. (3) Given the reactants [N:1]([C@@H:4]([C@H:26]([C:34]1[CH:39]=[C:38]([F:40])[CH:37]=[C:36]([F:41])[CH:35]=1)[C:27]1[CH:32]=[CH:31][C:30]([F:33])=[CH:29][CH:28]=1)[C:5]([NH:7][C:8]1[CH:9]=[N:10][CH:11]=[C:12]([F:25])[C:13]=1[CH2:14][CH2:15][CH:16]1[CH2:18][N@@:17]1[S:19]([CH:22]1[CH2:24][CH2:23]1)(=[O:21])=[O:20])=[O:6])=[N+:2]=[N-:3].[NH2:42][CH2:43][C@@H:44]([OH:46])[CH3:45], predict the reaction product. The product is: [N:1]([C@@H:4]([C@H:26]([C:34]1[CH:35]=[C:36]([F:41])[CH:37]=[C:38]([F:40])[CH:39]=1)[C:27]1[CH:32]=[CH:31][C:30]([F:33])=[CH:29][CH:28]=1)[C:5]([NH:7][C:8]1[CH:9]=[N:10][CH:11]=[C:12]([F:25])[C:13]=1[CH2:14][CH2:15][C@H:16]([NH:17][S:19]([CH:22]1[CH2:24][CH2:23]1)(=[O:20])=[O:21])[CH2:18][NH:42][CH2:43][C@@H:44]([OH:46])[CH3:45])=[O:6])=[N+:2]=[N-:3]. (4) Given the reactants Cl[CH2:2][CH2:3][CH2:4][N:5]1[CH2:11][CH2:10][C:9]2[C:12]3[N:18]=[C:17]([C:19]([F:22])([F:21])[F:20])[O:16][C:13]=3[CH:14]=[CH:15][C:8]=2[CH2:7][CH2:6]1.[CH3:23][N:24]1[C:28]([C:29]2[C:30]([CH3:35])=[N:31][CH:32]=[CH:33][CH:34]=2)=[N:27][NH:26][C:25]1=[S:36], predict the reaction product. The product is: [CH3:23][N:24]1[C:28]([C:29]2[C:30]([CH3:35])=[N:31][CH:32]=[CH:33][CH:34]=2)=[N:27][N:26]=[C:25]1[S:36][CH2:2][CH2:3][CH2:4][N:5]1[CH2:11][CH2:10][C:9]2[C:12]3[N:18]=[C:17]([C:19]([F:22])([F:21])[F:20])[O:16][C:13]=3[CH:14]=[CH:15][C:8]=2[CH2:7][CH2:6]1. (5) The product is: [CH:47]([NH:46][C:44](=[O:45])[CH2:43][N:29]1[C:28](=[O:50])[C:27]2[C:32](=[CH:33][CH:34]=[C:25]([B:10]3[O:11][C:12]([CH3:17])([CH3:18])[C:13]([CH3:15])([CH3:16])[O:14]3)[CH:26]=2)[N:31]=[C:30]1[C:35]1[CH:40]=[CH:39][CH:38]=[C:37]([O:41][CH3:42])[CH:36]=1)([CH3:49])[CH3:48]. Given the reactants [B:10]1([B:10]2[O:14][C:13]([CH3:16])([CH3:15])[C:12]([CH3:18])([CH3:17])[O:11]2)[O:14][C:13]([CH3:16])([CH3:15])[C:12]([CH3:18])([CH3:17])[O:11]1.C([O-])(=O)C.[K+].Br[C:25]1[CH:26]=[C:27]2[C:32](=[CH:33][CH:34]=1)[N:31]=[C:30]([C:35]1[CH:40]=[CH:39][CH:38]=[C:37]([O:41][CH3:42])[CH:36]=1)[N:29]([CH2:43][C:44]([NH:46][CH:47]([CH3:49])[CH3:48])=[O:45])[C:28]2=[O:50], predict the reaction product. (6) The product is: [NH2:18][C:16]1[CH:15]=[CH:14][C:3]([C:4]([NH:6][CH:7]2[CH2:12][CH2:11][N:10]([CH3:13])[CH2:9][CH2:8]2)=[O:5])=[CH:2][C:17]=1[CH3:21]. Given the reactants F[C:2]1[CH:17]=[C:16]([N+:18]([O-])=O)[CH:15]=[CH:14][C:3]=1[C:4]([NH:6][CH:7]1[CH2:12][CH2:11][N:10]([CH3:13])[CH2:9][CH2:8]1)=[O:5].[CH3:21]C1C=C(C=CC=1[N+]([O-])=O)C(O)=O, predict the reaction product.